From a dataset of Forward reaction prediction with 1.9M reactions from USPTO patents (1976-2016). Predict the product of the given reaction. (1) Given the reactants [CH2:1]([N:5]([CH2:26][CH2:27][CH2:28][CH3:29])[C:6]([C:8]1[CH:9]=[C:10]2[NH:16][C:15]([NH:17][C:18]3[CH:23]=[CH:22][C:21]([O:24][CH3:25])=[CH:20][CH:19]=3)=[N:14][C:11]2=[N:12][CH:13]=1)=[O:7])[CH2:2][CH2:3][CH3:4].C[Si]([N-][Si](C)(C)C)(C)C.[Li+].Cl.Cl[CH2:42][CH2:43][CH2:44][N:45]1[CH2:50][CH2:49][CH2:48][CH2:47][CH2:46]1.FC(F)(F)C(O)=O, predict the reaction product. The product is: [CH2:1]([N:5]([CH2:26][CH2:27][CH2:28][CH3:29])[C:6]([C:8]1[CH:9]=[C:10]2[N:16]([CH2:42][CH2:43][CH2:44][N:45]3[CH2:50][CH2:49][CH2:48][CH2:47][CH2:46]3)[C:15]([NH:17][C:18]3[CH:19]=[CH:20][C:21]([O:24][CH3:25])=[CH:22][CH:23]=3)=[N:14][C:11]2=[N:12][CH:13]=1)=[O:7])[CH2:2][CH2:3][CH3:4]. (2) Given the reactants Cl.[NH2:2][C:3]1[CH:8]=[CH:7][C:6]([OH:9])=[CH:5][C:4]=1[Cl:10].[N+]([C:14]1[CH:19]=CC=C[CH:15]=1)([O-])=O.B(O)(O)O.S(=O)(=O)(O)O, predict the reaction product. The product is: [Cl:10][C:4]1[CH:5]=[C:6]([OH:9])[CH:7]=[C:8]2[C:3]=1[N:2]=[CH:19][CH:14]=[CH:15]2. (3) Given the reactants [O:1]=[S:2]1(=[O:40])[CH2:7][CH2:6][N:5]([CH2:8][C:9]2[CH:14]=[CH:13][C:12]([NH:15][C:16](=[O:39])[C:17]3[CH:22]=[CH:21][C:20]([C:23]4[CH:28]=[CH:27][C:26]([C:29]5[NH:33][C:32]([C@@H:34]6[CH2:38][CH2:37][CH2:36][NH:35]6)=[N:31][CH:30]=5)=[CH:25][CH:24]=4)=[CH:19][CH:18]=3)=[CH:11][CH:10]=2)[CH2:4][CH2:3]1.CN(C(ON1N=NC2C=CC=NC1=2)=[N+](C)C)C.F[P-](F)(F)(F)(F)F.CCN(C(C)C)C(C)C.[C:74]([O:78][C:79]([NH:81][C@H:82]([C:86]1[CH:91]=[CH:90][CH:89]=[CH:88][CH:87]=1)[C:83](O)=[O:84])=[O:80])([CH3:77])([CH3:76])[CH3:75], predict the reaction product. The product is: [O:40]=[S:2]1(=[O:1])[CH2:7][CH2:6][N:5]([CH2:8][C:9]2[CH:10]=[CH:11][C:12]([NH:15][C:16]([C:17]3[CH:18]=[CH:19][C:20]([C:23]4[CH:24]=[CH:25][C:26]([C:29]5[NH:33][C:32]([C@@H:34]6[CH2:38][CH2:37][CH2:36][N:35]6[C:83](=[O:84])[C@H:82]([NH:81][C:79](=[O:80])[O:78][C:74]([CH3:75])([CH3:77])[CH3:76])[C:86]6[CH:91]=[CH:90][CH:89]=[CH:88][CH:87]=6)=[N:31][CH:30]=5)=[CH:27][CH:28]=4)=[CH:21][CH:22]=3)=[O:39])=[CH:13][CH:14]=2)[CH2:4][CH2:3]1. (4) The product is: [Br:1][C:2]1[S:6][C:5]([C:7]([S:10]([CH3:13])(=[O:11])=[O:12])([CH3:9])[CH3:8])=[N:4][CH:3]=1. Given the reactants [Br:1][C:2]1[S:6][C:5]([C:7]([S:10]([CH2:13]CC(OC)=O)(=[O:12])=[O:11])([CH3:9])[CH3:8])=[N:4][CH:3]=1.C[O-].[Na+].CI, predict the reaction product. (5) Given the reactants I[C:2]1[N:3]=[C:4]([NH2:28])[C:5]2[N:6]=[C:7]([NH:20][CH2:21][C:22]3[CH:27]=[CH:26][CH:25]=[CH:24][CH:23]=3)[N:8]([C:18]=2[N:19]=1)[C@@H:9]1[O:17][C@H:14]([CH2:15][OH:16])[C@@H:12]([OH:13])[C@H:10]1[OH:11].[CH:29]#[C:30][CH2:31][CH2:32][CH2:33][CH3:34], predict the reaction product. The product is: [C:29]([C:2]1[N:3]=[C:4]([NH2:28])[C:5]2[N:6]=[C:7]([NH:20][CH2:21][C:22]3[CH:27]=[CH:26][CH:25]=[CH:24][CH:23]=3)[N:8]([C:18]=2[N:19]=1)[C@@H:9]1[O:17][C@H:14]([CH2:15][OH:16])[C@@H:12]([OH:13])[C@H:10]1[OH:11])#[C:30][CH2:31][CH2:32][CH2:33][CH3:34]. (6) Given the reactants [CH2:1]([C:8]1[CH:9]=[CH:10][C:11]2[O:15][C:14]([C:16]3[CH:23]=[CH:22][C:21]([CH2:24][OH:25])=[CH:20][C:17]=3[C:18]#[N:19])=[CH:13][C:12]=2[CH:26]=1)[C:2]1[CH:7]=[CH:6][CH:5]=[CH:4][CH:3]=1, predict the reaction product. The product is: [CH2:1]([C:8]1[CH:9]=[CH:10][C:11]2[O:15][C:14]([C:16]3[CH:23]=[CH:22][C:21]([CH:24]=[O:25])=[CH:20][C:17]=3[C:18]#[N:19])=[CH:13][C:12]=2[CH:26]=1)[C:2]1[CH:7]=[CH:6][CH:5]=[CH:4][CH:3]=1. (7) Given the reactants [C:1]1([CH2:7][CH2:8][CH2:9][CH2:10][O:11][CH2:12][CH:13]2[CH2:40][CH2:39][C:16]3[N:17](C(C4C=CC=CC=4)(C4C=CC=CC=4)C4C=CC=CC=4)[CH:18]=[N:19][C:15]=3[CH2:14]2)[CH:6]=[CH:5][CH:4]=[CH:3][CH:2]=1.C1(CCCCOCC2CCC3N=CN(C(C4C=CC=CC=4)(C4C=CC=CC=4)C4C=CC=CC=4)C=3C2)C=CC=CC=1, predict the reaction product. The product is: [C:1]1([CH2:7][CH2:8][CH2:9][CH2:10][O:11][CH2:12][CH:13]2[CH2:40][CH2:39][C:16]3[NH:17][CH:18]=[N:19][C:15]=3[CH2:14]2)[CH:2]=[CH:3][CH:4]=[CH:5][CH:6]=1. (8) Given the reactants [F:1][C:2]1[C:13](C(O)=O)=[CH:12][C:5]2[N:6]([CH3:11])[C:7](=[O:10])[CH2:8][O:9][C:4]=2[CH:3]=1.[C:17](N1C=CN=C1)(N1C=CN=C1)=[O:18].CO[C:31](=[O:42])[CH2:32][C:33]1[CH:38]=[C:37](OC)[CH:36]=[CH:35][C:34]=1[Cl:41].[H-].[Na+].[Cl-].[NH4+], predict the reaction product. The product is: [Cl:41][C:34]1[CH:35]=[C:36]([O:18][CH3:17])[CH:37]=[CH:38][C:33]=1[CH2:32][C:31]([C:13]1[C:2]([F:1])=[CH:3][C:4]2[O:9][CH2:8][C:7](=[O:10])[N:6]([CH3:11])[C:5]=2[CH:12]=1)=[O:42].